From a dataset of Forward reaction prediction with 1.9M reactions from USPTO patents (1976-2016). Predict the product of the given reaction. The product is: [C:26]([Si:13]([O:7][C@H:4]([CH2:5][CH3:6])[C:2]([CH3:1])=[CH2:3])([C:20]1[CH:25]=[CH:24][CH:23]=[CH:22][CH:21]=1)[C:14]1[CH:15]=[CH:16][CH:17]=[CH:18][CH:19]=1)([CH3:29])([CH3:27])[CH3:28]. Given the reactants [CH3:1][C:2]([C@H:4]([OH:7])[CH2:5][CH3:6])=[CH2:3].N1C=CN=C1.[Si:13](Cl)([C:26]([CH3:29])([CH3:28])[CH3:27])([C:20]1[CH:25]=[CH:24][CH:23]=[CH:22][CH:21]=1)[C:14]1[CH:19]=[CH:18][CH:17]=[CH:16][CH:15]=1.CC(=O)OCC, predict the reaction product.